From a dataset of Full USPTO retrosynthesis dataset with 1.9M reactions from patents (1976-2016). Predict the reactants needed to synthesize the given product. (1) The reactants are: C(OC(=O)[NH:7][C@H:8]([C:11]1[CH:16]=[CH:15][CH:14]=[C:13]([Cl:17])[CH:12]=1)[CH:9]=[CH2:10])(C)(C)C.Cl. Given the product [Cl:17][C:13]1[CH:12]=[C:11]([C@@H:8]([NH2:7])[CH:9]=[CH2:10])[CH:16]=[CH:15][CH:14]=1, predict the reactants needed to synthesize it. (2) Given the product [C:21]([C:18]1[CH:19]=[CH:20][C:15]([CH3:14])=[N:16][CH:17]=1)#[CH:22], predict the reactants needed to synthesize it. The reactants are: C1COCC1.BrC1C=CC(C)=NC=1.[CH3:14][C:15]1[CH:20]=[CH:19][C:18]([C:21]#[C:22][Si](C)(C)C)=[CH:17][N:16]=1.C(=O)([O-])[O-].[K+].[K+]. (3) Given the product [C:23]([O:22][C:20]([N:8]1[CH2:9][C@H:10]([O:12][CH2:13][C:14]2[CH:15]=[CH:16][CH:17]=[CH:18][CH:19]=2)[CH2:11][C@@H:7]1[CH2:5][OH:4])=[O:21])([CH3:26])([CH3:25])[CH3:24], predict the reactants needed to synthesize it. The reactants are: [BH4-].[Li+].C[O:4][C:5]([C@H:7]1[CH2:11][C@@H:10]([O:12][CH2:13][C:14]2[CH:19]=[CH:18][CH:17]=[CH:16][CH:15]=2)[CH2:9][N:8]1[C:20]([O:22][C:23]([CH3:26])([CH3:25])[CH3:24])=[O:21])=O. (4) Given the product [C:2]([S:5][CH:6]1[CH2:11][CH2:10][N:9]([CH:12]([C:18]2[CH:23]=[CH:22][CH:21]=[CH:20][C:19]=2[F:24])[C:13]([CH:15]2[CH2:16][CH2:17]2)=[O:14])[CH2:8]/[C:7]/1=[CH:25]\[C:26]1[CH:30]=[CH:29][N:28]([CH2:31][C:32](=[O:34])[NH2:43])[N:27]=1)(=[O:4])[CH3:3], predict the reactants needed to synthesize it. The reactants are: Cl.[C:2]([S:5][CH:6]1[CH2:11][CH2:10][N:9]([CH:12]([C:18]2[CH:23]=[CH:22][CH:21]=[CH:20][C:19]=2[F:24])[C:13]([CH:15]2[CH2:17][CH2:16]2)=[O:14])[CH2:8]/[C:7]/1=[CH:25]\[C:26]1[CH:30]=[CH:29][N:28]([CH2:31][C:32]([OH:34])=O)[N:27]=1)(=[O:4])[CH3:3].ClC(OCC(C)C)=O.[NH3:43].C(=O)([O-])O.[Na+]. (5) Given the product [F:16][C:2]([F:1])([F:15])[CH2:3][C:4]1[NH:5][C:6]2[C:11]([CH:12]=1)=[CH:10][C:9]([CH2:13][NH2:14])=[CH:8][CH:7]=2, predict the reactants needed to synthesize it. The reactants are: [F:1][C:2]([F:16])([F:15])[CH2:3][C:4]1[NH:5][C:6]2[C:11]([CH:12]=1)=[CH:10][C:9]([C:13]#[N:14])=[CH:8][CH:7]=2.N.